Dataset: Experimental lipophilicity measurements (octanol/water distribution) for 4,200 compounds from AstraZeneca. Task: Regression/Classification. Given a drug SMILES string, predict its absorption, distribution, metabolism, or excretion properties. Task type varies by dataset: regression for continuous measurements (e.g., permeability, clearance, half-life) or binary classification for categorical outcomes (e.g., BBB penetration, CYP inhibition). For this dataset (lipophilicity_astrazeneca), we predict Y. (1) The compound is C1CCC(NC2CCCCC2)CC1. The Y is -0.380 logD. (2) The drug is Cc1cc(NC(=O)c2ccc(Cl)cc2)n(-c2ccccc2)n1. The Y is 3.25 logD. (3) The molecule is CCN(C(=O)Cc1ccc(S(C)(=O)=O)cc1)C1CCN(CC[C@@H](c2cc(C)cc(C)c2)C2CCN(S(C)(=O)=O)CC2)CC1. The Y is 1.93 logD. (4) The compound is Cc1nc(C)c(-c2ccc3c(c2)CC[C@]32CC[C@H](C(=O)O)CC2)nc1C(N)=O. The Y is 1.30 logD. (5) The molecule is Cn1c(=O)c2nc(-c3cccnc3)[nH]c2n(C)c1=O. The Y is 0.700 logD. (6) The compound is N#Cc1ccc2cccc(O)c2n1. The Y is 1.81 logD. (7) The molecule is CC(C)C(NC(=O)Cn1c(-c2cccnc2)ccc(NC(=O)OCc2ccccc2)c1=O)C(=O)C(F)(F)F. The Y is 3.05 logD.